This data is from Reaction yield outcomes from USPTO patents with 853,638 reactions. The task is: Predict the reaction yield, written as a fraction of the theoretical maximum amount of product (1.0 means a 100% yield; for example, 0.34 means a 34% yield). The catalyst is CN(C)C=O.C(OCC)(=O)C. The yield is 0.530. The reactants are [CH:1]1([CH2:6][CH:7]([C:19]2[CH:24]=[CH:23][C:22]([S:25]([CH3:28])(=[O:27])=[O:26])=[CH:21][CH:20]=2)[C:8](=O)[CH2:9][CH2:10][C:11]([C:13]2[S:14][CH:15]=[CH:16][N:17]=2)=O)[CH2:5][CH2:4][CH2:3][CH2:2]1.C([O-])(=O)C.[NH4+:33]. The product is [CH:1]1([CH2:6][CH:7]([C:8]2[NH:33][C:11]([C:13]3[S:14][CH:15]=[CH:16][N:17]=3)=[CH:10][CH:9]=2)[C:19]2[CH:24]=[CH:23][C:22]([S:25]([CH3:28])(=[O:27])=[O:26])=[CH:21][CH:20]=2)[CH2:5][CH2:4][CH2:3][CH2:2]1.